From a dataset of Catalyst prediction with 721,799 reactions and 888 catalyst types from USPTO. Predict which catalyst facilitates the given reaction. Reactant: C(=O)([O-])[O-].[K+].[K+].[N+:7]([C:10]1[CH:11]=[C:12]2[C:16](=[CH:17][CH:18]=1)[NH:15][CH:14]=[CH:13]2)([O-:9])=[O:8].Cl.[CH2:20]([N:22]([CH2:25][CH2:26]Cl)[CH2:23][CH3:24])[CH3:21]. Product: [CH2:20]([N:22]([CH2:25][CH3:26])[CH2:23][CH2:24][N:15]1[C:16]2[C:12](=[CH:11][C:10]([N+:7]([O-:9])=[O:8])=[CH:18][CH:17]=2)[CH:13]=[CH:14]1)[CH3:21]. The catalyst class is: 18.